From a dataset of NCI-60 drug combinations with 297,098 pairs across 59 cell lines. Regression. Given two drug SMILES strings and cell line genomic features, predict the synergy score measuring deviation from expected non-interaction effect. (1) Drug 1: CC1=C2C(C(=O)C3(C(CC4C(C3C(C(C2(C)C)(CC1OC(=O)C(C(C5=CC=CC=C5)NC(=O)OC(C)(C)C)O)O)OC(=O)C6=CC=CC=C6)(CO4)OC(=O)C)OC)C)OC. Synergy scores: CSS=66.4, Synergy_ZIP=14.8, Synergy_Bliss=15.7, Synergy_Loewe=7.71, Synergy_HSA=19.2. Cell line: SF-268. Drug 2: CNC(=O)C1=NC=CC(=C1)OC2=CC=C(C=C2)NC(=O)NC3=CC(=C(C=C3)Cl)C(F)(F)F. (2) Cell line: SR. Drug 2: CS(=O)(=O)OCCCCOS(=O)(=O)C. Drug 1: CC1=C(C=C(C=C1)C(=O)NC2=CC(=CC(=C2)C(F)(F)F)N3C=C(N=C3)C)NC4=NC=CC(=N4)C5=CN=CC=C5. Synergy scores: CSS=55.5, Synergy_ZIP=-1.26, Synergy_Bliss=-0.529, Synergy_Loewe=-2.46, Synergy_HSA=-2.33. (3) Drug 1: CC1=C(C(CCC1)(C)C)C=CC(=CC=CC(=CC(=O)O)C)C. Drug 2: CCC1=C2CN3C(=CC4=C(C3=O)COC(=O)C4(CC)O)C2=NC5=C1C=C(C=C5)O. Cell line: NCI-H460. Synergy scores: CSS=24.2, Synergy_ZIP=-2.01, Synergy_Bliss=2.56, Synergy_Loewe=-42.3, Synergy_HSA=1.59. (4) Drug 1: CC1C(C(=O)NC(C(=O)N2CCCC2C(=O)N(CC(=O)N(C(C(=O)O1)C(C)C)C)C)C(C)C)NC(=O)C3=C4C(=C(C=C3)C)OC5=C(C(=O)C(=C(C5=N4)C(=O)NC6C(OC(=O)C(N(C(=O)CN(C(=O)C7CCCN7C(=O)C(NC6=O)C(C)C)C)C)C(C)C)C)N)C. Drug 2: C(CN)CNCCSP(=O)(O)O. Cell line: NCI-H522. Synergy scores: CSS=17.0, Synergy_ZIP=-12.8, Synergy_Bliss=-13.9, Synergy_Loewe=-57.9, Synergy_HSA=-12.8. (5) Drug 1: CC1C(C(=O)NC(C(=O)N2CCCC2C(=O)N(CC(=O)N(C(C(=O)O1)C(C)C)C)C)C(C)C)NC(=O)C3=C4C(=C(C=C3)C)OC5=C(C(=O)C(=C(C5=N4)C(=O)NC6C(OC(=O)C(N(C(=O)CN(C(=O)C7CCCN7C(=O)C(NC6=O)C(C)C)C)C)C(C)C)C)N)C. Drug 2: COCCOC1=C(C=C2C(=C1)C(=NC=N2)NC3=CC=CC(=C3)C#C)OCCOC.Cl. Cell line: SW-620. Synergy scores: CSS=21.0, Synergy_ZIP=1.30, Synergy_Bliss=5.01, Synergy_Loewe=-15.3, Synergy_HSA=2.08. (6) Drug 1: CC1=C(C=C(C=C1)NC2=NC=CC(=N2)N(C)C3=CC4=NN(C(=C4C=C3)C)C)S(=O)(=O)N.Cl. Drug 2: CC1C(C(CC(O1)OC2CC(OC(C2O)C)OC3=CC4=CC5=C(C(=O)C(C(C5)C(C(=O)C(C(C)O)O)OC)OC6CC(C(C(O6)C)O)OC7CC(C(C(O7)C)O)OC8CC(C(C(O8)C)O)(C)O)C(=C4C(=C3C)O)O)O)O. Cell line: RXF 393. Synergy scores: CSS=12.1, Synergy_ZIP=5.62, Synergy_Bliss=10.1, Synergy_Loewe=12.7, Synergy_HSA=12.0. (7) Drug 1: C1CC(=O)NC(=O)C1N2C(=O)C3=CC=CC=C3C2=O. Drug 2: B(C(CC(C)C)NC(=O)C(CC1=CC=CC=C1)NC(=O)C2=NC=CN=C2)(O)O. Cell line: 786-0. Synergy scores: CSS=13.8, Synergy_ZIP=2.54, Synergy_Bliss=1.90, Synergy_Loewe=-47.2, Synergy_HSA=-3.27.